From a dataset of Catalyst prediction with 721,799 reactions and 888 catalyst types from USPTO. Predict which catalyst facilitates the given reaction. (1) Product: [CH3:1][N:2]([CH3:16])[S:3]([C:6]1[CH:7]=[C:8]2[C:12](=[CH:13][CH:14]=1)[NH:11][C:10](=[O:15])[C:9]2=[CH:27][C:19]1[NH:20][C:21]2[C:26]([C:18]=1[CH3:17])=[CH:25][CH:24]=[CH:23][CH:22]=2)(=[O:5])=[O:4]. Reactant: [CH3:1][N:2]([CH3:16])[S:3]([C:6]1[CH:7]=[C:8]2[C:12](=[CH:13][CH:14]=1)[NH:11][C:10](=[O:15])[CH2:9]2)(=[O:5])=[O:4].[CH3:17][C:18]1[C:26]2[C:21](=[CH:22][CH:23]=[CH:24][CH:25]=2)[NH:20][C:19]=1[CH:27]=O.N1CCCCC1. The catalyst class is: 8. (2) Product: [CH2:1]([O:3][C:4]([C:5]1[C:6]([CH3:16])=[C:7]([C:9]2[CH:14]=[CH:13][CH:12]=[C:11]([Br:15])[CH:10]=2)[NH:42][N:41]=1)=[O:18])[CH3:2]. Reactant: [CH2:1]([O:3][C:4](=[O:18])[C:5](=O)[CH:6]([CH3:16])[C:7]([C:9]1[CH:14]=[CH:13][CH:12]=[C:11]([Br:15])[CH:10]=1)=O)[CH3:2].BrC1C=C(C(=O)CC)C=CC=1.C(OCC)(=O)C(OCC)=O.O.[NH2:41][NH2:42]. The catalyst class is: 14.